This data is from Reaction yield outcomes from USPTO patents with 853,638 reactions. The task is: Predict the reaction yield, written as a fraction of the theoretical maximum amount of product (1.0 means a 100% yield; for example, 0.34 means a 34% yield). (1) The reactants are [CH2:1]([NH:9][CH2:10][C:11]1[CH:16]=[CH:15][C:14]([OH:17])=[CH:13][CH:12]=1)[CH2:2][C:3]1[CH:8]=[CH:7][CH:6]=[CH:5][CH:4]=1.[O:18](C(OC(C)(C)C)=O)[C:19]([O:21][C:22]([CH3:25])([CH3:24])[CH3:23])=O. The catalyst is ClCCl. The product is [C:22]([O:21][C:19](=[O:18])[N:9]([CH2:10][C:11]1[CH:12]=[CH:13][C:14]([OH:17])=[CH:15][CH:16]=1)[CH2:1][CH2:2][C:3]1[CH:4]=[CH:5][CH:6]=[CH:7][CH:8]=1)([CH3:25])([CH3:24])[CH3:23]. The yield is 0.528. (2) The reactants are [Cl:1][C:2]1[CH:3]=[C:4]([N:8]2[C:12]([CH2:13][NH2:14])=[CH:11][C:10]([C:15]([F:18])([F:17])[F:16])=[N:9]2)[CH:5]=[CH:6][CH:7]=1.CCN(CC)CC.[F:26][C:27]1[CH:28]=[C:29]([NH:35][C:36](=O)[O:37]C2C=CC=CC=2)[CH:30]=[CH:31][C:32]=1[CH2:33][OH:34]. The catalyst is C(Cl)Cl. The product is [Cl:1][C:2]1[CH:3]=[C:4]([N:8]2[C:12]([CH2:13][NH:14][C:36]([NH:35][C:29]3[CH:30]=[CH:31][C:32]([CH2:33][OH:34])=[C:27]([F:26])[CH:28]=3)=[O:37])=[CH:11][C:10]([C:15]([F:16])([F:17])[F:18])=[N:9]2)[CH:5]=[CH:6][CH:7]=1. The yield is 0.470.